This data is from Catalyst prediction with 721,799 reactions and 888 catalyst types from USPTO. The task is: Predict which catalyst facilitates the given reaction. Product: [S:4]1[C:8]2[CH:9]=[C:10]([NH:13][C:14]3[C:15]4[CH:22]=[C:21]([C:23]5[CH2:24][CH2:25][N:26]([S:39]([CH3:38])(=[O:41])=[O:40])[CH2:27][CH:28]=5)[NH:20][C:16]=4[N:17]=[CH:18][N:19]=3)[CH:11]=[CH:12][C:7]=2[N:6]=[CH:5]1. The catalyst class is: 3. Reactant: Cl.Cl.Cl.[S:4]1[C:8]2[CH:9]=[C:10]([NH:13][C:14]3[C:15]4[CH:22]=[C:21]([C:23]5[CH2:24][CH2:25][NH:26][CH2:27][CH:28]=5)[NH:20][C:16]=4[N:17]=[CH:18][N:19]=3)[CH:11]=[CH:12][C:7]=2[N:6]=[CH:5]1.C(N(CC)C(C)C)(C)C.[CH3:38][S:39](O[S:39]([CH3:38])(=[O:41])=[O:40])(=[O:41])=[O:40].